This data is from Forward reaction prediction with 1.9M reactions from USPTO patents (1976-2016). The task is: Predict the product of the given reaction. (1) Given the reactants [OH:1][C:2]1[CH:3]=[C:4]([C:14]2[N:15](C(OC(C)(C)C)=O)[C:16]([C:19]3[S:20][CH:21]=[CH:22][N:23]=3)=[CH:17][CH:18]=2)[CH:5]=[C:6]([O:8][C@@H:9]([CH3:13])[CH2:10][O:11][CH3:12])[CH:7]=1.[N:31]1([C:35]([C:37]2[CH:38]=[CH:39][C:40](Cl)=[N:41][CH:42]=2)=[O:36])[CH2:34][CH2:33][CH2:32]1.[H-].[Na+].Cl, predict the reaction product. The product is: [N:31]1([C:35]([C:37]2[CH:38]=[CH:39][C:40]([O:1][C:2]3[CH:3]=[C:4]([C:14]4[NH:15][C:16]([C:19]5[S:20][CH:21]=[CH:22][N:23]=5)=[CH:17][CH:18]=4)[CH:5]=[C:6]([O:8][C@@H:9]([CH3:13])[CH2:10][O:11][CH3:12])[CH:7]=3)=[N:41][CH:42]=2)=[O:36])[CH2:34][CH2:33][CH2:32]1. (2) Given the reactants F[C:2]1[C:12]([C:13](=[O:32])[CH2:14][N:15]2[CH2:20][CH2:19][N:18]([C:21]3[CH:30]=[CH:29][CH:28]=[C:27]4[C:22]=3[CH:23]=[CH:24][C:25]([CH3:31])=[N:26]4)[CH2:17][CH2:16]2)=[CH:11][C:5]2[NH:6][C:7](=[O:10])[CH2:8][O:9][C:4]=2[CH:3]=1.[BH4-].[Na+], predict the reaction product. The product is: [OH:32][CH:13]([C:12]1[CH:2]=[CH:3][C:4]2[O:9][CH2:8][C:7](=[O:10])[NH:6][C:5]=2[CH:11]=1)[CH2:14][N:15]1[CH2:20][CH2:19][N:18]([C:21]2[CH:30]=[CH:29][CH:28]=[C:27]3[C:22]=2[CH:23]=[CH:24][C:25]([CH3:31])=[N:26]3)[CH2:17][CH2:16]1. (3) Given the reactants [Cl:1][C:2]1[N:7]=[N:6][C:5]([NH:8][C@@H:9]2[CH2:13][CH2:12][NH:11][CH2:10]2)=[CH:4][CH:3]=1.[F:14][C:15]1[CH:23]=[CH:22][C:21]([CH:24]=[O:25])=[CH:20][C:16]=1[C:17](O)=[O:18].F[P-](F)(F)(F)(F)F.N1(OC(N(C)C)=[N+](C)C)C2C=CC=CC=2N=N1.C(N(CC)C(C)C)(C)C, predict the reaction product. The product is: [Cl:1][C:2]1[N:7]=[N:6][C:5]([NH:8][C@@H:9]2[CH2:13][CH2:12][N:11]([C:17]([C:16]3[CH:20]=[C:21]([CH:22]=[CH:23][C:15]=3[F:14])[CH:24]=[O:25])=[O:18])[CH2:10]2)=[CH:4][CH:3]=1.